Task: Regression. Given a target protein amino acid sequence and a drug SMILES string, predict the binding affinity score between them. We predict pKd (pKd = -log10(Kd in M); higher means stronger binding). Dataset: davis.. Dataset: Kinase inhibitor binding affinity data with 442 proteins and 68 drugs (Kd values) (1) The drug is C=CC(=O)Nc1cc2c(Nc3ccc(F)c(Cl)c3)ncnc2cc1OCCCN1CCOCC1. The target protein (CDC2L2) has sequence EESEEEEEEEEEEEEETGSNSEEASEQSAEEVSEEEMSEDEERENENHLLVVPESRFDRDSGESEEAEEEVGEGTPQSSALTEGDYVPDSPALLPIELKQELPKYLPALQGCRSVEEFQCLNRIEEGTYGVVYRAKDKKTDEIVALKRLKMEKEKEGFPITSLREINTILKAQHPNIVTVREIVVGSNMDKIYIVMNYVEHDLKSLMETMKQPFLPGEVKTLMIQLLRGVKHLHDNWILHRDLKTSNLLLSHAGILKVGDFGLAREYGSPLKAYTPVVVTQWYRAPELLLGAKEYSTAVDMWSVGCIFGELLTQKPLFPGNSEIDQINKVFKELGTPSEKIWPGYSELPVVKKMTFSEHPYNNLRKRFGALLSDQGFDLMNKFLTYFPGRRISAEDGLKHEYFRETPLPIDPSMFPTWPAKSEQQRVKRGTSPRPPEGGLGYSQLGDDDLKETGFHLTTTNQGASAAGPGFSLKF. The pKd is 5.0. (2) The small molecule is CC(O)C(=O)O.CN1CCN(c2ccc3c(c2)NC(=C2C(=O)N=c4cccc(F)c4=C2N)N3)CC1.O. The target protein (PCTK2) has sequence MKKFKRRLSLTLRGSQTIDESLSELAEQMTIEENSSKDNEPIVKNGRPPTSHSMHSFLHQYTGSFKKPPLRRPHSVIGGSLGSFMAMPRNGSRLDIVHENLKMGSDGESDQASGTSSDEVQSPTGVCLRNRIHRRISMEDLNKRLSLPADIRIPDGYLEKLQINSPPFDQPMSRRSRRASLSEIGFGKMETYIKLEKLGEGTYATVYKGRSKLTENLVALKEIRLEHEEGAPCTAIREVSLLKDLKHANIVTLHDIVHTDKSLTLVFEYLDKDLKQYMDDCGNIMSMHNVKLFLYQILRGLAYCHRRKVLHRDLKPQNLLINEKGELKLADFGLARAKSVPTKTYSNEVVTLWYRPPDVLLGSSEYSTQIDMWGVGCIFFEMASGRPLFPGSTVEDELHLIFRLLGTPSQETWPGISSNEEFKNYNFPKYKPQPLINHAPRLDSEGIELITKFLQYESKKRVSAEEAMKHVYFRSLGPRIHALPESVSIFSLKEIQLQKD.... The pKd is 5.5. (3) The small molecule is CN(C)CC=CC(=O)Nc1cc2c(Nc3ccc(F)c(Cl)c3)ncnc2cc1OC1CCOC1. The target protein (TRKB) has sequence MSSWIRWHGPAMARLWGFCWLVVGFWRAAFACPTSCKCSASRIWCSDPSPGIVAFPRLEPNSVDPENITEIFIANQKRLEIINEDDVEAYVGLRNLTIVDSGLKFVAHKAFLKNSNLQHINFTRNKLTSLSRKHFRHLDLSELILVGNPFTCSCDIMWIKTLQEAKSSPDTQDLYCLNESSKNIPLANLQIPNCGLPSANLAAPNLTVEEGKSITLSCSVAGDPVPNMYWDVGNLVSKHMNETSHTQGSLRITNISSDDSGKQISCVAENLVGEDQDSVNLTVHFAPTITFLESPTSDHHWCIPFTVKGNPKPALQWFYNGAILNESKYICTKIHVTNHTEYHGCLQLDNPTHMNNGDYTLIAKNEYGKDEKQISAHFMGWPGIDDGANPNYPDVIYEDYGTAANDIGDTTNRSNEIPSTDVTDKTGREHLSVYAVVVIASVVGFCLLVMLFLLKLARHSKFGMKGFVLFHKIPLDG. The pKd is 5.0. (4) The compound is CN(C)CC1CCn2cc(c3ccccc32)C2=C(C(=O)NC2=O)c2cn(c3ccccc23)CCO1. The target protein (MST3) has sequence MDSRAQLWGLALNKRRATLPHPGGSTNLKADPEELFTKLEKIGKGSFGEVFKGIDNRTQKVVAIKIIDLEEAEDEIEDIQQEITVLSQCDSPYVTKYYGSYLKDTKLWIIMEYLGGGSALDLLEPGPLDETQIATILREILKGLDYLHSEKKIHRDIKAANVLLSEHGEVKLADFGVAGQLTDTQIKRNTFVGTPFWMAPEVIKQSAYDSKADIWSLGITAIELARGEPPHSELHPMKVLFLIPKNNPPTLEGNYSKPLKEFVEACLNKEPSFRPTAKELLKHKFILRNAKKTSYLTELIDRYKRWKAEQSHDDSSSEDSDAETDGQASGGSDSGDWIFTIREKDPKNLENGALQPSDLDRNKMKDIPKRPFSQCLSTIISPLFAELKEKSQACGGNLGSIEELRGAIYLAEEACPGISDTMVAQLVQRLQRYSLSGGGTSSH. The pKd is 5.0. (5) The small molecule is CC(C)N1NC(=C2C=c3cc(O)ccc3=N2)c2c(N)ncnc21. The pKd is 5.4. The target protein (SNARK) has sequence MESLVFARRSGPTPSAAELARPLAEGLIKSPKPLMKKQAVKRHHHKHNLRHRYEFLETLGKGTYGKVKKARESSGRLVAIKSIRKDKIKDEQDLMHIRREIEIMSSLNHPHIIAIHEVFENSSKIVIVMEYASRGDLYDYISERQQLSEREARHFFRQIVSAVHYCHQNRVVHRDLKLENILLDANGNIKIADFGLSNLYHQGKFLQTFCGSPLYASPEIVNGKPYTGPEVDSWSLGVLLYILVHGTMPFDGHDHKILVKQISNGAYREPPKPSDACGLIRWLLMVNPTRRATLEDVASHWWVNWGYATRVGEQEAPHEGGHPGSDSARASMADWLRRSSRPLLENGAKVCSFFKQHAPGGGSTTPGLERQHSLKKSRKENDMAQSLHSDTADDTAHRPGKSNLKLPKGILKKKVSASAEGVQEDPPELSPIPASPGQAAPLLPKKGILKKPRQRESGYYSSPEPSESGELLDAGDVFVSGDPKEQKPPQASGLLLHRKG....